Task: Predict the reactants needed to synthesize the given product.. Dataset: Full USPTO retrosynthesis dataset with 1.9M reactions from patents (1976-2016) (1) Given the product [CH3:29][C:28]([CH3:30])=[CH:27][CH2:26][O:1][C:2]1[CH:3]=[C:4]([NH:8][C:9]2[S:10][CH:11]=[C:12]([C:14]([O:16][CH2:17][CH3:18])=[O:15])[N:13]=2)[CH:5]=[CH:6][CH:7]=1, predict the reactants needed to synthesize it. The reactants are: [OH:1][C:2]1[CH:3]=[C:4]([NH:8][C:9]2[S:10][CH:11]=[C:12]([C:14]([O:16][CH2:17][CH3:18])=[O:15])[N:13]=2)[CH:5]=[CH:6][CH:7]=1.C([O-])([O-])=O.[K+].[K+].Br[CH2:26][CH:27]=[C:28]([CH3:30])[CH3:29]. (2) Given the product [Cl:42][C:43]1[N:44]=[CH:45][C:46]([N:20]2[CH2:21][CH2:22][CH:17]([N:14]3[CH2:15][CH2:16][N:12]([CH2:11][C:10]4[CH:24]=[C:25]([F:32])[C:26]([S:28]([CH3:31])(=[O:30])=[O:29])=[CH:27][C:9]=4[F:8])[C:13]3=[O:23])[CH2:18][CH2:19]2)=[N:47][CH:48]=1, predict the reactants needed to synthesize it. The reactants are: FC(F)(F)C(O)=O.[F:8][C:9]1[CH:27]=[C:26]([S:28]([CH3:31])(=[O:30])=[O:29])[C:25]([F:32])=[CH:24][C:10]=1[CH2:11][N:12]1[CH2:16][CH2:15][N:14]([CH:17]2[CH2:22][CH2:21][NH:20][CH2:19][CH2:18]2)[C:13]1=[O:23].C(N(C(C)C)C(C)C)C.[Cl:42][C:43]1[CH:48]=[N:47][C:46](Cl)=[CH:45][N:44]=1. (3) Given the product [CH3:13][C:3]1[C:4]([C:8]([O:10][CH2:11][CH3:12])=[O:9])=[N:5][CH:6]=[N:7][C:2]=1[N:20]1[CH2:19][CH2:18][N:17]([C:21]2[N:22]=[CH:23][CH:24]=[CH:25][N:26]=2)[CH2:16][C@@H:15]1[CH3:14], predict the reactants needed to synthesize it. The reactants are: Cl[C:2]1[N:7]=[CH:6][N:5]=[C:4]([C:8]([O:10][CH2:11][CH3:12])=[O:9])[C:3]=1[CH3:13].[CH3:14][C@@H:15]1[NH:20][CH2:19][CH2:18][N:17]([C:21]2[N:26]=[CH:25][CH:24]=[CH:23][N:22]=2)[CH2:16]1.C(N(CC)C(C)C)(C)C. (4) Given the product [O:1]1[CH2:5][CH2:4][O:3][CH:2]1[C:6]1[S:10][C:9]([CH3:11])=[C:8]([C@@H:12]([C:13]2[CH:18]=[CH:17][CH:16]=[CH:15][C:14]=2[CH2:19][CH2:20][I:48])[OH:22])[CH:7]=1, predict the reactants needed to synthesize it. The reactants are: [O:1]1[CH2:5][CH2:4][O:3][CH:2]1[C:6]1[S:10][C:9]([CH3:11])=[C:8]([C@H:12]([OH:22])[C:13]2[CH:18]=[CH:17][CH:16]=[CH:15][C:14]=2[CH2:19][CH2:20]O)[CH:7]=1.N1C=CC=CC=1.C1C=CC(P(C2C=CC=CC=2)C2C=CC=CC=2)=CC=1.[I:48]I.